From a dataset of Full USPTO retrosynthesis dataset with 1.9M reactions from patents (1976-2016). Predict the reactants needed to synthesize the given product. Given the product [CH3:28][C:27]1[C:26]([C:32]2[CH:37]=[CH:36][CH:35]=[CH:34][CH:33]=2)=[C:10]([S:7]([C:4]2[CH:3]=[CH:2][C:1]([CH3:13])=[CH:6][CH:5]=2)(=[O:8])=[O:9])[NH:11][CH:12]=1, predict the reactants needed to synthesize it. The reactants are: [C:1]1([CH3:13])[CH:6]=[CH:5][C:4]([S:7]([CH2:10][N+:11]#[C-:12])(=[O:9])=[O:8])=[CH:3][CH:2]=1.CN(C)C(N(C)C)=N.C(O[CH:26]([C:32]1[CH:37]=[CH:36][CH:35]=[CH:34][CH:33]=1)[CH:27]([N+]([O-])=O)[CH3:28])(=O)C.O.